Dataset: Forward reaction prediction with 1.9M reactions from USPTO patents (1976-2016). Task: Predict the product of the given reaction. (1) Given the reactants CC([N:5]([C@@H:9]([CH3:29])[C:10]([NH:12][C@@H:13]([CH2:27][CH3:28])/[CH:14]=[CH:15]/[C:16]([N:18]1[CH2:26][C:25]2[C:20](=[CH:21][CH:22]=[CH:23][CH:24]=2)[CH2:19]1)=[O:17])=[O:11])C(=O)[O-])(C)C.[C:30]([OH:36])([C:32]([F:35])([F:34])[F:33])=[O:31], predict the reaction product. The product is: [F:33][C:32]([F:35])([F:34])[C:30]([OH:36])=[O:31].[CH2:19]1[C:20]2[C:25](=[CH:24][CH:23]=[CH:22][CH:21]=2)[CH2:26][N:18]1[C:16](=[O:17])/[CH:15]=[CH:14]/[C@@H:13]([NH:12][C:10](=[O:11])[C@H:9]([CH3:29])[NH2:5])[CH2:27][CH3:28]. (2) Given the reactants [CH3:1][C:2]1[CH:7]=[C:6]([C:8]2[CH:9]=[C:10]([NH2:17])[CH:11]=[C:12]([N+:14]([O-])=O)[CH:13]=2)[CH:5]=[CH:4][N:3]=1, predict the reaction product. The product is: [CH3:1][C:2]1[CH:7]=[C:6]([C:8]2[CH:13]=[C:12]([NH2:14])[CH:11]=[C:10]([NH2:17])[CH:9]=2)[CH:5]=[CH:4][N:3]=1. (3) Given the reactants [Cl-].[Al+3].[Cl-].[Cl-].[C:5](Cl)(=[O:7])[CH3:6].[Br:9][C:10]1[CH:15]=[CH:14][C:13]([OH:16])=[CH:12][CH:11]=1, predict the reaction product. The product is: [C:5]([O:16][C:13]1[CH:14]=[CH:15][C:10]([Br:9])=[CH:11][CH:12]=1)(=[O:7])[CH3:6]. (4) Given the reactants [O:1]=[C:2]([C:8]1[CH:13]=[CH:12][CH:11]=[CH:10][CH:9]=1)[CH2:3][CH2:4][C:5]([OH:7])=[O:6].[CH2:14](O)[CH3:15].Cl.CN(C)CCCN=C=NCC, predict the reaction product. The product is: [O:1]=[C:2]([C:8]1[CH:13]=[CH:12][CH:11]=[CH:10][CH:9]=1)[CH2:3][CH2:4][C:5]([O:7][CH2:14][CH3:15])=[O:6]. (5) Given the reactants ClC1C=C2C(=CC=1)N(CC(O)=[O:13])C(C)=C2C1C2C(=CC=CC=2)C(=O)N(CC2C=CC(Cl)=C(F)C=2)N=1.Cl[C:37]1[N:42]=[N:41][C:40]([C:43]2[C:51]3[C:46](=[CH:47][CH:48]=[C:49]([F:52])[CH:50]=3)[N:45]([CH2:53][C:54]([O:56][CH3:57])=[O:55])[C:44]=2[CH3:58])=[CH:39][CH:38]=1, predict the reaction product. The product is: [F:52][C:49]1[CH:50]=[C:51]2[C:46](=[CH:47][CH:48]=1)[N:45]([CH2:53][C:54]([O:56][CH3:57])=[O:55])[C:44]([CH3:58])=[C:43]2[C:40]1[N:41]=[N:42][C:37]([OH:13])=[CH:38][CH:39]=1. (6) Given the reactants [CH3:1][O:2][C:3]([C:5]1[C:13]2[C:8](=[CH:9][CH:10]=[C:11]([NH2:14])[CH:12]=2)[NH:7][N:6]=1)=[O:4].[C:15]([S-:17])#[N:16].[K+].BrBr, predict the reaction product. The product is: [CH3:1][O:2][C:3]([C:5]1[C:13]2[C:12]3[S:17][C:15]([NH2:16])=[N:14][C:11]=3[CH:10]=[CH:9][C:8]=2[NH:7][N:6]=1)=[O:4].